Dataset: Peptide-MHC class I binding affinity with 185,985 pairs from IEDB/IMGT. Task: Regression. Given a peptide amino acid sequence and an MHC pseudo amino acid sequence, predict their binding affinity value. This is MHC class I binding data. (1) The peptide sequence is EGFDPRALI. The MHC is HLA-B15:17 with pseudo-sequence HLA-B15:17. The binding affinity (normalized) is 0.0847. (2) The peptide sequence is LKFSLPFPFLYKFLL. The MHC is HLA-A68:02 with pseudo-sequence HLA-A68:02. The binding affinity (normalized) is 0.161. (3) The peptide sequence is TLPSWATEDT. The MHC is HLA-A02:01 with pseudo-sequence HLA-A02:01. The binding affinity (normalized) is 0.0472. (4) The peptide sequence is YLDMVLAFL. The MHC is HLA-B46:01 with pseudo-sequence HLA-B46:01. The binding affinity (normalized) is 0.0847. (5) The peptide sequence is TPEGIIPTL. The MHC is HLA-A02:03 with pseudo-sequence HLA-A02:03. The binding affinity (normalized) is 0. (6) The peptide sequence is QTDDGVRFT. The MHC is HLA-B07:02 with pseudo-sequence HLA-B07:02. The binding affinity (normalized) is 0.0847. (7) The MHC is HLA-B39:01 with pseudo-sequence HLA-B39:01. The peptide sequence is CHATLTHRL. The binding affinity (normalized) is 0.616. (8) The peptide sequence is YLFFYRKSV. The MHC is HLA-A02:06 with pseudo-sequence HLA-A02:06. The binding affinity (normalized) is 0.501.